This data is from Full USPTO retrosynthesis dataset with 1.9M reactions from patents (1976-2016). The task is: Predict the reactants needed to synthesize the given product. (1) Given the product [CH3:13][O:12][C:10]([C:6]1[CH:5]=[C:4]2[C:9](=[CH:8][CH:7]=1)[N:1]([CH3:17])[CH:2]=[CH:3]2)=[O:11], predict the reactants needed to synthesize it. The reactants are: [NH:1]1[C:9]2[C:4](=[CH:5][C:6]([C:10]([O:12][CH3:13])=[O:11])=[CH:7][CH:8]=2)[CH:3]=[CH:2]1.[H-].[Na+].I[CH3:17]. (2) Given the product [CH3:1][O:2][CH2:3][O:4][C:5]1[CH:6]=[C:7]([CH:10]=[C:11]([B:13]2[O:17][C:16]([CH3:19])([CH3:18])[C:15]([CH3:21])([CH3:20])[O:14]2)[CH:12]=1)[C:8]#[N:9], predict the reactants needed to synthesize it. The reactants are: [CH3:1][O:2][CH2:3][O:4][C:5]1[CH:6]=[C:7]([CH:10]=[CH:11][CH:12]=1)[C:8]#[N:9].[B:13]1([B:13]2[O:17][C:16]([CH3:19])([CH3:18])[C:15]([CH3:21])([CH3:20])[O:14]2)[O:17][C:16]([CH3:19])([CH3:18])[C:15]([CH3:21])([CH3:20])[O:14]1. (3) Given the product [CH3:30][S:31]([NH:1][CH2:2][C:3]1[CH:8]=[CH:7][C:6]([CH:9]([CH3:29])[C:10]([NH:12][CH2:13][C:14]2[C:15]([N:24]3[CH2:25][CH2:26][CH2:27][CH2:28]3)=[N:16][C:17]([C:20]([F:23])([F:21])[F:22])=[CH:18][CH:19]=2)=[O:11])=[CH:5][CH:4]=1)(=[O:33])=[O:32], predict the reactants needed to synthesize it. The reactants are: [NH2:1][CH2:2][C:3]1[CH:8]=[CH:7][C:6]([CH:9]([CH3:29])[C:10]([NH:12][CH2:13][C:14]2[C:15]([N:24]3[CH2:28][CH2:27][CH2:26][CH2:25]3)=[N:16][C:17]([C:20]([F:23])([F:22])[F:21])=[CH:18][CH:19]=2)=[O:11])=[CH:5][CH:4]=1.[CH3:30][S:31](Cl)(=[O:33])=[O:32]. (4) Given the product [Cl:3][C:4]1[C:12]2[NH:11][CH2:10][C@@H:9]3[CH2:13][N:14]([C:22]([O:21][C:18]([CH3:20])([CH3:19])[CH3:17])=[O:23])[CH2:15][CH2:16][C:7]([C:8]=23)=[CH:6][CH:5]=1, predict the reactants needed to synthesize it. The reactants are: Cl.Cl.[Cl:3][C:4]1[C:12]2[NH:11][CH2:10][C@@H:9]3[CH2:13][NH:14][CH2:15][CH2:16][C:7]([C:8]=23)=[CH:6][CH:5]=1.[CH3:17][C:18]([O:21][C:22](O[C:22]([O:21][C:18]([CH3:20])([CH3:19])[CH3:17])=[O:23])=[O:23])([CH3:20])[CH3:19].C(OCC)(=O)C.C(=O)(O)[O-].[Na+].